The task is: Predict which catalyst facilitates the given reaction.. This data is from Catalyst prediction with 721,799 reactions and 888 catalyst types from USPTO. (1) Reactant: CN(C=O)C.[Cl:6][C:7]1[C:12]([C:13]([F:16])([F:15])[F:14])=[CH:11][CH:10]=[C:9](Cl)[N:8]=1.[Cl:18][C:19]1[CH:24]=[C:23]([Cl:25])[CH:22]=[CH:21][C:20]=1[OH:26].C(=O)([O-])[O-].[K+].[K+]. Product: [Cl:6][C:7]1[C:12]([C:13]([F:16])([F:15])[F:14])=[CH:11][CH:10]=[C:9]([O:26][C:20]2[CH:21]=[CH:22][C:23]([Cl:25])=[CH:24][C:19]=2[Cl:18])[N:8]=1. The catalyst class is: 6. (2) Reactant: Cl.[CH3:2][S:3]([NH:6][C:7]1[CH:15]=[C:14]2[C:10]([CH:11]=[C:12]([C:16]([OH:18])=O)[NH:13]2)=[CH:9][CH:8]=1)(=[O:5])=[O:4].[F:19][C:20]1[CH:25]=[C:24]([F:26])[CH:23]=[CH:22][C:21]=1[C:27]1[CH:32]=[C:31]([C:33]2[CH:34]=[N:35][C:36]([F:39])=[CH:37][CH:38]=2)[CH:30]=[C:29]([NH2:40])[CH:28]=1.CN(C(ON1N=NC2C=CC=NC1=2)=[N+](C)C)C.F[P-](F)(F)(F)(F)F.CCN(C(C)C)C(C)C. Product: [F:19][C:20]1[CH:25]=[C:24]([F:26])[CH:23]=[CH:22][C:21]=1[C:27]1[CH:32]=[C:31]([C:33]2[CH:34]=[N:35][C:36]([F:39])=[CH:37][CH:38]=2)[CH:30]=[C:29]([NH:40][C:16]([C:12]2[NH:13][C:14]3[C:10]([CH:11]=2)=[CH:9][CH:8]=[C:7]([NH:6][S:3]([CH3:2])(=[O:4])=[O:5])[CH:15]=3)=[O:18])[CH:28]=1. The catalyst class is: 3. (3) Reactant: [NH2:1][C@H:2]([CH2:26][C:27]1[CH:32]=[CH:31][C:30]([Cl:33])=[CH:29][CH:28]=1)[C:3]([N:5]1[CH2:10][CH2:9][N:8]([C:11]2[CH:16]=[CH:15][CH:14]=[CH:13][C:12]=2[N:17]([CH2:22][CH:23]2[CH2:25][CH2:24]2)[S:18]([CH3:21])(=[O:20])=[O:19])[CH2:7][CH2:6]1)=[O:4].[C:34]([N:41]1[CH2:44][CH:43]([C:45](O)=[O:46])[CH2:42]1)([O:36][C:37]([CH3:40])([CH3:39])[CH3:38])=[O:35].CCN=C=NCCCN(C)C.CI.C1C=NC2N(O)N=NC=2C=1. Product: [Cl:33][C:30]1[CH:29]=[CH:28][C:27]([CH2:26][C@@H:2]([NH:1][C:45]([CH:43]2[CH2:44][N:41]([C:34]([O:36][C:37]([CH3:40])([CH3:39])[CH3:38])=[O:35])[CH2:42]2)=[O:46])[C:3]([N:5]2[CH2:6][CH2:7][N:8]([C:11]3[CH:16]=[CH:15][CH:14]=[CH:13][C:12]=3[N:17]([CH2:22][CH:23]3[CH2:24][CH2:25]3)[S:18]([CH3:21])(=[O:19])=[O:20])[CH2:9][CH2:10]2)=[O:4])=[CH:32][CH:31]=1. The catalyst class is: 3. (4) Reactant: [C:1]([C:4]1[C:5]([O:23][CH3:24])=[C:6]([CH:12]2[CH2:15][N:14]([C:16]([O:18][C:19]([CH3:22])([CH3:21])[CH3:20])=[O:17])[CH2:13]2)[C:7]([F:11])=[C:8]([Cl:10])[CH:9]=1)(=[O:3])[CH3:2].[BH4-].[Na+]. Product: [Cl:10][C:8]1[C:7]([F:11])=[C:6]([CH:12]2[CH2:13][N:14]([C:16]([O:18][C:19]([CH3:22])([CH3:21])[CH3:20])=[O:17])[CH2:15]2)[C:5]([O:23][CH3:24])=[C:4]([CH:1]([OH:3])[CH3:2])[CH:9]=1. The catalyst class is: 5. (5) Reactant: [CH3:1][O:2][C:3]1[CH:11]=[CH:10][C:6]([C:7]([OH:9])=[O:8])=[CH:5][C:4]=1[N+:12]([O-:14])=[O:13].C(Cl)CCl.[Cl:19][C:20]1[CH:21]=[N+:22]([O-:45])[CH:23]=[C:24]([Cl:44])[C:25]=1[CH2:26][C@@H:27]([C:29]1[CH:34]=[CH:33][C:32]([O:35][CH:36]([F:38])[F:37])=[C:31]([O:39][CH2:40][CH:41]2[CH2:43][CH2:42]2)[CH:30]=1)O. Product: [Cl:19][C:20]1[CH:21]=[N+:22]([O-:45])[CH:23]=[C:24]([Cl:44])[C:25]=1[CH2:26][C@@H:27]([C:29]1[CH:34]=[CH:33][C:32]([O:35][CH:36]([F:38])[F:37])=[C:31]([O:39][CH2:40][CH:41]2[CH2:43][CH2:42]2)[CH:30]=1)[O:8][C:7](=[O:9])[C:6]1[CH:10]=[CH:11][C:3]([O:2][CH3:1])=[C:4]([N+:12]([O-:14])=[O:13])[CH:5]=1. The catalyst class is: 79. (6) Reactant: [CH3:1]N(C(ON1N=NC2C=CC=NC1=2)=[N+](C)C)C.F[P-](F)(F)(F)(F)F.[C:25]([O:29][C:30]([NH:32][C:33]1[C:34]([C:43]([OH:45])=O)=[CH:35][C:36]2[C:41]([CH:42]=1)=[CH:40][CH:39]=[CH:38][CH:37]=2)=[O:31])([CH3:28])([CH3:27])[CH3:26].Cl.[NH2:47][C@@H:48]([C@H:52]1[CH2:57][CH2:56][C@H:55]([CH3:58])[CH2:54][CH2:53]1)[C:49]([OH:51])=[O:50].C(N(C(C)C)CC)(C)C. Product: [CH3:26][C:25]([O:29][C:30]([NH:32][C:33]1[C:34]([C:43]([NH:47][C@@H:48]([C@H:52]2[CH2:57][CH2:56][C@H:55]([CH3:58])[CH2:54][CH2:53]2)[C:49]([O:51][CH3:1])=[O:50])=[O:45])=[CH:35][C:36]2[C:41]([CH:42]=1)=[CH:40][CH:39]=[CH:38][CH:37]=2)=[O:31])([CH3:28])[CH3:27]. The catalyst class is: 3. (7) Reactant: C(N(CC)CC)C.[Cl:8][C:9]1[NH:18][C:17](=[O:19])[C:16]2[C:11](=[CH:12][CH:13]=[CH:14][CH:15]=2)[N:10]=1.[CH3:20][N:21]([CH3:25])[CH2:22][CH2:23][NH2:24]. Product: [ClH:8].[CH3:20][N:21]([CH3:25])[CH2:22][CH2:23][NH:24][C:9]1[NH:18][C:17](=[O:19])[C:16]2[C:11](=[CH:12][CH:13]=[CH:14][CH:15]=2)[N:10]=1. The catalyst class is: 12. (8) Reactant: C([N:8]1[CH2:13][CH2:12][NH:11][CH2:10][CH2:9]1)(OC(C)(C)C)=O.C(N(C(C)C)CC)(C)C.[CH3:23][CH:24]([S:26](Cl)(=[O:28])=[O:27])[CH3:25]. Product: [CH3:23][CH:24]([S:26]([N:8]1[CH2:9][CH2:10][NH:11][CH2:12][CH2:13]1)(=[O:28])=[O:27])[CH3:25]. The catalyst class is: 2.